Dataset: NCI-60 drug combinations with 297,098 pairs across 59 cell lines. Task: Regression. Given two drug SMILES strings and cell line genomic features, predict the synergy score measuring deviation from expected non-interaction effect. (1) Drug 1: CC12CCC3C(C1CCC2=O)CC(=C)C4=CC(=O)C=CC34C. Drug 2: C1=NC2=C(N=C(N=C2N1C3C(C(C(O3)CO)O)O)F)N. Cell line: K-562. Synergy scores: CSS=61.5, Synergy_ZIP=-0.772, Synergy_Bliss=0.756, Synergy_Loewe=-0.577, Synergy_HSA=-0.00252. (2) Drug 1: C1CCC(C1)C(CC#N)N2C=C(C=N2)C3=C4C=CNC4=NC=N3. Drug 2: C1=C(C(=O)NC(=O)N1)F. Cell line: MALME-3M. Synergy scores: CSS=37.2, Synergy_ZIP=7.95, Synergy_Bliss=8.53, Synergy_Loewe=4.65, Synergy_HSA=7.68. (3) Drug 1: C1=CN(C(=O)N=C1N)C2C(C(C(O2)CO)O)O.Cl. Drug 2: C1CN(CCN1C(=O)CCBr)C(=O)CCBr. Cell line: COLO 205. Synergy scores: CSS=53.5, Synergy_ZIP=-3.24, Synergy_Bliss=-1.61, Synergy_Loewe=-4.96, Synergy_HSA=0.418. (4) Drug 1: CC1C(C(CC(O1)OC2CC(CC3=C2C(=C4C(=C3O)C(=O)C5=C(C4=O)C(=CC=C5)OC)O)(C(=O)C)O)N)O.Cl. Synergy scores: CSS=7.90, Synergy_ZIP=0.921, Synergy_Bliss=4.88, Synergy_Loewe=-15.9, Synergy_HSA=-0.789. Drug 2: N.N.Cl[Pt+2]Cl. Cell line: SK-MEL-28. (5) Drug 1: CC1CCC2CC(C(=CC=CC=CC(CC(C(=O)C(C(C(=CC(C(=O)CC(OC(=O)C3CCCCN3C(=O)C(=O)C1(O2)O)C(C)CC4CCC(C(C4)OC)OP(=O)(C)C)C)C)O)OC)C)C)C)OC. Drug 2: CNC(=O)C1=NC=CC(=C1)OC2=CC=C(C=C2)NC(=O)NC3=CC(=C(C=C3)Cl)C(F)(F)F. Synergy scores: CSS=67.4, Synergy_ZIP=15.6, Synergy_Bliss=16.0, Synergy_Loewe=14.5, Synergy_HSA=17.4. Cell line: SK-OV-3.